From a dataset of Forward reaction prediction with 1.9M reactions from USPTO patents (1976-2016). Predict the product of the given reaction. Given the reactants Cl[C:2]1[N:3]=[C:4]([N:22]2[CH2:27][CH2:26][O:25][CH2:24][CH2:23]2)[C:5]2[CH:10]=[C:9]([CH2:11][N:12]3[CH2:17][CH2:16][N:15]([S:18]([CH3:21])(=[O:20])=[O:19])[CH2:14][CH2:13]3)[O:8][C:6]=2[N:7]=1.CC1(C)C(C)(C)OB([C:36]2[CH:37]=[N:38][C:39]([NH2:42])=[N:40][CH:41]=2)O1.CC([O-])=O.[K+].C(#N)C, predict the reaction product. The product is: [O:25]1[CH2:26][CH2:27][N:22]([C:4]2[C:5]3[CH:10]=[C:9]([CH2:11][N:12]4[CH2:17][CH2:16][N:15]([S:18]([CH3:21])(=[O:20])=[O:19])[CH2:14][CH2:13]4)[O:8][C:6]=3[N:7]=[C:2]([C:36]3[CH:37]=[N:38][C:39]([NH2:42])=[N:40][CH:41]=3)[N:3]=2)[CH2:23][CH2:24]1.